Task: Regression. Given a peptide amino acid sequence and an MHC pseudo amino acid sequence, predict their binding affinity value. This is MHC class I binding data.. Dataset: Peptide-MHC class I binding affinity with 185,985 pairs from IEDB/IMGT (1) The peptide sequence is FLVFLVFSNV. The MHC is HLA-A02:06 with pseudo-sequence HLA-A02:06. The binding affinity (normalized) is 0.497. (2) The peptide sequence is NTITTFIPI. The binding affinity (normalized) is 0.363. The MHC is HLA-A02:03 with pseudo-sequence HLA-A02:03. (3) The peptide sequence is MMFINSTCY. The MHC is HLA-A31:01 with pseudo-sequence HLA-A31:01. The binding affinity (normalized) is 0.551. (4) The peptide sequence is YLKEACNHA. The MHC is HLA-A01:01 with pseudo-sequence HLA-A01:01. The binding affinity (normalized) is 0.0847. (5) The peptide sequence is AQMGTLLIA. The MHC is HLA-A02:01 with pseudo-sequence HLA-A02:01. The binding affinity (normalized) is 0.667.